This data is from Full USPTO retrosynthesis dataset with 1.9M reactions from patents (1976-2016). The task is: Predict the reactants needed to synthesize the given product. (1) Given the product [CH:25]([S:26]([N:7]1[CH2:6][CH:5]2[CH2:1][N:2]([C:9]([O:11][C:12]([CH3:15])([CH3:14])[CH3:13])=[O:10])[CH2:3][CH:4]2[CH2:8]1)(=[O:28])=[O:27])=[CH2:24], predict the reactants needed to synthesize it. The reactants are: [CH2:1]1[CH:5]2[CH2:6][NH:7][CH2:8][CH:4]2[CH2:3][N:2]1[C:9]([O:11][C:12]([CH3:15])([CH3:14])[CH3:13])=[O:10].CCN(CC)CC.Cl[CH2:24][CH2:25][S:26](Cl)(=[O:28])=[O:27].O. (2) Given the product [Br:32][CH2:33][CH2:27][CH2:28][CH2:29][CH:30]([C:31]1[CH:22]=[CH:23][CH:24]=[CH:25][CH:26]=1)[C:63]([OH:62])=[O:57], predict the reactants needed to synthesize it. The reactants are: [C:30]1(P([C:22]2[C:31]3[C:26](=[CH:27][CH:28]=[CH:29][CH:30]=3)[CH:25]=[CH:24][CH:23]=2)[C:30]2[C:31]3[C:26](=[CH:25][CH:24]=[CH:23][CH:22]=3)[CH:27]=[CH:28][CH:29]=2)[C:31]2[C:26](=[CH:25][CH:24]=[CH:23][CH:22]=2)[CH:27]=[CH:28][CH:29]=1.[Br:32][CH2:33]C(OCCCCBr)=O.P([O-])([O-])([O-])=O.[K+].[K+].[K+].C1(B(O)[OH:57])C=CC=CC=1.C1[CH2:63][O:62]CC1. (3) Given the product [CH:18]([O:17][CH:11]([CH2:10][C:6]1[CH:7]=[CH:8][CH:9]=[C:4]([CH2:3][CH2:2][O:1][C:30]([NH:29][C:25]2[CH:26]=[CH:27][CH:28]=[C:23]([C:22]([F:21])([F:32])[F:33])[CH:24]=2)=[O:31])[CH:5]=1)[C:12]([OH:14])=[O:13])([CH3:19])[CH3:20], predict the reactants needed to synthesize it. The reactants are: [OH:1][CH2:2][CH2:3][C:4]1[CH:5]=[C:6]([CH2:10][CH:11]([O:17][CH:18]([CH3:20])[CH3:19])[C:12]([O:14]CC)=[O:13])[CH:7]=[CH:8][CH:9]=1.[F:21][C:22]([F:33])([F:32])[C:23]1[CH:28]=[CH:27][CH:26]=[C:25]([N:29]=[C:30]=[O:31])[CH:24]=1. (4) Given the product [F:1][C:2]1[N:7]=[C:6]([N:8]2[CH2:13][CH2:12][N:11]([CH:15]([C:17]3[CH:22]=[CH:21][C:20]([CH2:23][NH:24][C:25](=[O:27])[CH3:26])=[CH:19][CH:18]=3)[CH3:16])[CH2:10][CH2:9]2)[CH:5]=[CH:4][CH:3]=1, predict the reactants needed to synthesize it. The reactants are: [F:1][C:2]1[N:7]=[C:6]([N:8]2[CH2:13][CH2:12][NH:11][CH2:10][CH2:9]2)[CH:5]=[CH:4][CH:3]=1.Cl[CH:15]([C:17]1[CH:22]=[CH:21][C:20]([CH2:23][NH:24][C:25](=[O:27])[CH3:26])=[CH:19][CH:18]=1)[CH3:16]. (5) Given the product [F:28][C:7]1[CH:6]=[C:5]2[C:10](=[CH:9][CH:8]=1)[CH2:1][N:2]([CH2:11][CH2:12][CH2:13][CH2:14][O:15][C:16]1[CH:17]=[CH:18][C:19]3[CH2:25][CH2:24][NH:23][C:22](=[O:26])[NH:21][C:20]=3[N:27]=1)[CH2:3][CH2:4]2, predict the reactants needed to synthesize it. The reactants are: [CH2:1]1[C:10]2[C:5](=[CH:6][CH:7]=[CH:8][CH:9]=2)[CH2:4][CH2:3][N:2]1[CH2:11][CH2:12][CH2:13][CH2:14][O:15][C:16]1[CH:17]=[CH:18][C:19]2[CH2:25][CH2:24][NH:23][C:22](=[O:26])[NH:21][C:20]=2[N:27]=1.[F:28]C1C=C2C(=CC=1)CNCC2. (6) Given the product [Cl:8][C:7]1[C:2]([Cl:1])=[C:3]([C:19]2[S:23][C:22]([C:24]3[CH:28]=[C:27]([C:29]([OH:32])([CH3:30])[CH3:31])[O:26][N:25]=3)=[N:21][C:20]=2[C:33]([N:64]2[CH2:65][CH2:66][C:61]([F:67])([F:60])[CH2:62][CH2:63]2)=[O:35])[CH:4]=[CH:5][C:6]=1[S:9]([NH:10][C@@H:11]([CH3:16])[C:12]([F:13])([F:14])[F:15])(=[O:17])=[O:18], predict the reactants needed to synthesize it. The reactants are: [Cl:1][C:2]1[C:7]([Cl:8])=[C:6]([S:9](=[O:18])(=[O:17])[NH:10][C@@H:11]([CH3:16])[C:12]([F:15])([F:14])[F:13])[CH:5]=[CH:4][C:3]=1[C:19]1[S:23][C:22]([C:24]2[CH:28]=[C:27]([C:29]([OH:32])([CH3:31])[CH3:30])[O:26][N:25]=2)=[N:21][C:20]=1[C:33]([OH:35])=O.CN(C(ON1N=NC2C=CC=NC1=2)=[N+](C)C)C.F[P-](F)(F)(F)(F)F.[F:60][C:61]1([F:67])[CH2:66][CH2:65][NH:64][CH2:63][CH2:62]1. (7) Given the product [C:1]([O:5][C:6]([CH:8]1[NH:20][CH2:19][C:17]2=[C:18]3[C:13](=[C:14]([C:21]([OH:27])=[O:22])[CH:15]=[CH:16]2)[CH:12]=[CH:11][N:10]3[CH2:9]1)=[O:7])([CH3:4])([CH3:2])[CH3:3], predict the reactants needed to synthesize it. The reactants are: [C:1]([O:5][C:6]([CH:8]1[NH:20][CH2:19][C:17]2=[C:18]3[C:13](=[C:14]([CH:21]=[O:22])[CH:15]=[CH:16]2)[CH:12]=[CH:11][N:10]3[CH2:9]1)=[O:7])([CH3:4])([CH3:3])[CH3:2].Cl[O-].[Na+].P([O-])(O)(O)=[O:27].[K+].CC(=CC)C.